From a dataset of Full USPTO retrosynthesis dataset with 1.9M reactions from patents (1976-2016). Predict the reactants needed to synthesize the given product. (1) The reactants are: Cl[C:2]1[N:3]=[N:4][C:5]([N:8]2[CH2:13][CH2:12][CH:11]([O:14][C:15]3[CH:20]=[CH:19][CH:18]=[CH:17][C:16]=3[C:21]([F:24])([F:23])[F:22])[CH2:10][CH2:9]2)=[CH:6][CH:7]=1.[CH3:25][O-:26].[Na+]. Given the product [CH3:25][O:26][C:2]1[N:3]=[N:4][C:5]([N:8]2[CH2:13][CH2:12][CH:11]([O:14][C:15]3[CH:20]=[CH:19][CH:18]=[CH:17][C:16]=3[C:21]([F:24])([F:23])[F:22])[CH2:10][CH2:9]2)=[CH:6][CH:7]=1, predict the reactants needed to synthesize it. (2) Given the product [OH:11][CH2:12][CH:13]([N:7]1[CH2:8][C:9]2[C:5](=[CH:4][CH:3]=[C:2]([CH3:1])[CH:10]=2)[C:6]1=[O:20])[C:14]1[CH:15]=[CH:16][CH:17]=[CH:18][CH:19]=1, predict the reactants needed to synthesize it. The reactants are: [CH3:1][C:2]1[CH:10]=[C:9]2[C:5]([C:6](=[O:20])[N:7]3[CH:13]([C:14]4[CH:19]=[CH:18][CH:17]=[CH:16][CH:15]=4)[CH2:12][O:11][CH:8]32)=[CH:4][CH:3]=1.C([SiH](CC)CC)C.CCCCCC.C(OCC)(=O)C. (3) Given the product [N:1]1([C:6]([CH3:61])([CH3:60])[C:7]#[C:8][C:9]2[N:14]=[C:13]([C@@H:15]([NH:25][C:26](=[O:43])[CH2:27][N:28]3[C:32]4[C:33]([F:37])([F:38])[C@@H:34]5[CH2:36][C@@H:35]5[C:31]=4[C:30]([CH:39]([F:41])[F:40])=[N:29]3)[CH2:16][C:17]3[CH:18]=[C:19]([F:24])[CH:20]=[C:21]([F:23])[CH:22]=3)[C:12]([C:44]3[CH:45]=[CH:46][C:47]([Cl:59])=[C:48]4[C:52]=3[N:51]([CH3:53])[N:50]=[C:49]4[NH:54][S:55]([CH3:58])(=[O:56])=[O:57])=[CH:11][CH:10]=2)[CH:5]=[CH:4][N:3]=[CH:2]1, predict the reactants needed to synthesize it. The reactants are: [N:1]1([C:6]([CH3:61])([CH3:60])[C:7]#[C:8][C:9]2[N:14]=[C:13]([C@@H:15]([NH:25][C:26](=[O:43])[CH2:27][N:28]3[C:32]4[C:33]([F:38])([F:37])[C@@H:34]5[CH2:36][C@@H:35]5[C:31]=4[C:30]([C:39](F)([F:41])[F:40])=[N:29]3)[CH2:16][C:17]3[CH:22]=[C:21]([F:23])[CH:20]=[C:19]([F:24])[CH:18]=3)[C:12]([C:44]3[CH:45]=[CH:46][C:47]([Cl:59])=[C:48]4[C:52]=3[N:51]([CH3:53])[N:50]=[C:49]4[NH:54][S:55]([CH3:58])(=[O:57])=[O:56])=[CH:11][CH:10]=2)[CH:5]=[CH:4][N:3]=[CH:2]1.ClC1C=CC(C2C([C@@H](NC(=O)CN3C4C(F)(F)[C@@H]5C[C@@H]5C=4C(C(F)F)=N3)CC3C=C(F)C=C(F)C=3)=NC(C#CC(C)(N3CCOC3=O)C)=CC=2)=C2C=1C(NS(C)(=O)=O)=NN2C. (4) Given the product [Cl:36][C:33]1[CH:34]=[CH:35][C:26]([O:25][CH2:24][CH2:23][CH2:22][NH:21][S:39]([CH2:37][CH3:38])(=[O:41])=[O:40])=[C:27]([CH:32]=1)[C:28]([O:30][CH3:31])=[O:29], predict the reactants needed to synthesize it. The reactants are: ClC1C=CC(OCCNS(C)(=O)=O)=C(C=1)C(OC)=O.Cl.[NH2:21][CH2:22][CH2:23][CH2:24][O:25][C:26]1[CH:35]=[CH:34][C:33]([Cl:36])=[CH:32][C:27]=1[C:28]([O:30][CH3:31])=[O:29].[CH2:37]([S:39](Cl)(=[O:41])=[O:40])[CH3:38]. (5) Given the product [CH2:1]([O:3][C:4](=[O:9])[CH:5]([C:6]#[N:7])[NH:8][C:38](=[O:39])[CH2:37][CH2:36][O:35][CH3:34])[CH3:2], predict the reactants needed to synthesize it. The reactants are: [CH2:1]([O:3][C:4](=[O:9])[CH:5]([NH2:8])[C:6]#[N:7])[CH3:2].CN(C1C=CC=CN=1)C.C1(N=C=NC2CCCCC2)CCCCC1.[CH3:34][O:35][CH2:36][CH2:37][C:38](O)=[O:39]. (6) Given the product [ClH:1].[ClH:1].[F:40][C:41]1[CH:42]=[C:43]([CH:59]([C:67]2([OH:73])[CH2:72][CH2:71][CH2:70][CH2:69][CH2:68]2)[CH2:60][N:61]2[CH2:62][CH2:63][N:64]([CH3:4])[CH2:65][CH2:66]2)[CH:44]=[CH:45][C:46]=1[O:47][CH2:48][C:49]1[CH:50]=[CH:51][C:52]([C:55]([F:57])([F:58])[F:56])=[CH:53][CH:54]=1, predict the reactants needed to synthesize it. The reactants are: [ClH:1].Cl.F[C:4]1C=C(C2(O)CCCCC2CCN2CCN(C)CC2)C=CC=1OCC1C=CC(C(F)(F)F)=CC=1.Cl.Cl.[F:40][C:41]1[CH:42]=[C:43]([CH:59]([C:67]2([OH:73])[CH2:72][CH2:71][CH2:70][CH2:69][CH2:68]2)[CH2:60][N:61]2[CH2:66][CH2:65][NH:64][CH2:63][CH2:62]2)[CH:44]=[CH:45][C:46]=1[O:47][CH2:48][C:49]1[CH:54]=[CH:53][C:52]([C:55]([F:58])([F:57])[F:56])=[CH:51][CH:50]=1. (7) Given the product [F:1][C:2]1[C:3]([O:8][CH3:9])=[CH:4][CH:5]=[CH:6][C:7]=1[CH:17]=[O:18], predict the reactants needed to synthesize it. The reactants are: [F:1][C:2]1[CH:7]=[CH:6][CH:5]=[CH:4][C:3]=1[O:8][CH3:9].[Li]C(CC)C.CN(C)[CH:17]=[O:18].Cl. (8) Given the product [C:1]([O:5][C:6]([N:8]1[CH2:24][CH2:23][CH2:22][C:10]2([C:14](=[O:15])[N:13]([CH3:26])[CH2:12][CH:11]2[C:16]2[CH:17]=[N:18][CH:19]=[CH:20][CH:21]=2)[CH2:9]1)=[O:7])([CH3:4])([CH3:2])[CH3:3], predict the reactants needed to synthesize it. The reactants are: [C:1]([O:5][C:6]([N:8]1[CH2:24][CH2:23][CH2:22][C:10]2([C:14](=[O:15])[NH:13][CH2:12][CH:11]2[C:16]2[CH:17]=[N:18][CH:19]=[CH:20][CH:21]=2)[CH2:9]1)=[O:7])([CH3:4])([CH3:3])[CH3:2].[Li+].[CH3:26][Si]([N-][Si](C)(C)C)(C)C.IC. (9) Given the product [Cl:1][C:2]1[C:3]([C:28]([NH:70][CH2:69][C:65]2([CH3:64])[CH2:68][O:67][CH2:66]2)=[O:29])=[N:4][N:5]([C:14]2[CH:15]=[C:16]([C:24]([CH3:25])([CH3:26])[CH3:27])[N:17]=[C:18]([C:20]([CH3:22])([CH3:23])[CH3:21])[CH:19]=2)[C:6]=1[CH2:7][CH:8]1[CH2:13][CH2:12][CH2:11][CH2:10][CH2:9]1, predict the reactants needed to synthesize it. The reactants are: [Cl:1][C:2]1[C:3]([C:28](O)=[O:29])=[N:4][N:5]([C:14]2[CH:19]=[C:18]([C:20]([CH3:23])([CH3:22])[CH3:21])[N:17]=[C:16]([C:24]([CH3:27])([CH3:26])[CH3:25])[CH:15]=2)[C:6]=1[CH2:7][CH:8]1[CH2:13][CH2:12][CH2:11][CH2:10][CH2:9]1.CN(C(ON1N=NC2C=CC=NC1=2)=[N+](C)C)C.F[P-](F)(F)(F)(F)F.CCN(C(C)C)C(C)C.[CH3:64][C:65]1([CH2:69][NH2:70])[CH2:68][O:67][CH2:66]1.